From a dataset of Forward reaction prediction with 1.9M reactions from USPTO patents (1976-2016). Predict the product of the given reaction. (1) Given the reactants [NH2:1][C:2]1[CH:7]=[CH:6][C:5]([C@H:8]2[N:16]3[C@@H:11]([CH2:12][CH2:13][CH2:14][CH2:15]3)[CH2:10][CH2:9]2)=[CH:4][CH:3]=1.C(N(CC)CC)C.Cl[CH2:25][CH2:26][C:27](Cl)=[O:28].[Cl-].[NH4+], predict the reaction product. The product is: [CH2:10]1[C@H:11]2[N:16]([CH2:15][CH2:14][CH2:13][CH2:12]2)[C@H:8]([C:5]2[CH:6]=[CH:7][C:2]([NH:1][C:27](=[O:28])[CH:26]=[CH2:25])=[CH:3][CH:4]=2)[CH2:9]1. (2) Given the reactants [CH3:1][N:2]1[CH2:7][CH2:6][N:5]([C@H:8]2[CH2:13][CH2:12][C@H:11]([N:14]3[C:18]4=[N:19][CH:20]=[N:21][C:22]([NH2:23])=[C:17]4[C:16]([C:24]4[CH:29]=[CH:28][C:27]([O:30][C:31]5[CH:36]=[CH:35][CH:34]=[CH:33][CH:32]=5)=[CH:26][CH:25]=4)=[N:15]3)[CH2:10][CH2:9]2)[CH2:4][CH2:3]1.[C:37]([OH:44])(=[O:43])/[CH:38]=[CH:39]\[C:40]([OH:42])=[O:41], predict the reaction product. The product is: [C:37]([OH:44])(=[O:43])/[CH:38]=[CH:39]\[C:40]([OH:42])=[O:41].[C:37]([OH:44])(=[O:43])/[CH:38]=[CH:39]\[C:40]([OH:42])=[O:41].[CH3:1][N:2]1[CH2:3][CH2:4][N:5]([C@H:8]2[CH2:13][CH2:12][C@H:11]([N:14]3[C:18]4=[N:19][CH:20]=[N:21][C:22]([NH2:23])=[C:17]4[C:16]([C:24]4[CH:29]=[CH:28][C:27]([O:30][C:31]5[CH:32]=[CH:33][CH:34]=[CH:35][CH:36]=5)=[CH:26][CH:25]=4)=[N:15]3)[CH2:10][CH2:9]2)[CH2:6][CH2:7]1. (3) The product is: [CH:30]([C:29]1[N:27]=[CH:28][O:2][C:1]=1[C:3]1[S:7][C:6]2[CH:8]=[C:9]([O:12][CH3:13])[CH:10]=[CH:11][C:5]=2[C:4]=1[O:14][C:15]1[CH:20]=[CH:19][C:18](/[CH:21]=[CH:22]/[C:23]([O:25][CH3:26])=[O:24])=[CH:17][CH:16]=1)([CH3:32])[CH3:31]. Given the reactants [CH:1]([C:3]1[S:7][C:6]2[CH:8]=[C:9]([O:12][CH3:13])[CH:10]=[CH:11][C:5]=2[C:4]=1[O:14][C:15]1[CH:20]=[CH:19][C:18](/[CH:21]=[CH:22]/[C:23]([O:25][CH3:26])=[O:24])=[CH:17][CH:16]=1)=[O:2].[N+:27]([CH:29](S(C1C=CC(C)=CC=1)(=O)=O)[CH:30]([CH3:32])[CH3:31])#[C-:28].C[O-].[Na+], predict the reaction product. (4) Given the reactants [CH2:1]([C@@:5]1([CH2:28][CH3:29])[NH:11][C@H:10]([C:12]2[CH:17]=[CH:16][CH:15]=[CH:14][CH:13]=2)[C:9]2[CH:18]=[C:19]([O:24][CH3:25])[C:20]([CH:22]=O)=[CH:21][C:8]=2[S:7](=[O:27])(=[O:26])[CH2:6]1)[CH2:2][CH2:3][CH3:4].[NH2:30][CH:31]([CH2:38][C:39]([O:41][CH2:42][CH3:43])=[O:40])[CH2:32][C:33]([O:35][CH2:36][CH3:37])=[O:34].C(O)(=O)C, predict the reaction product. The product is: [CH2:1]([C@@:5]1([CH2:28][CH3:29])[NH:11][C@H:10]([C:12]2[CH:17]=[CH:16][CH:15]=[CH:14][CH:13]=2)[C:9]2[CH:18]=[C:19]([O:24][CH3:25])[C:20]([CH2:22][NH:30][CH:31]([CH2:32][C:33]([O:35][CH2:36][CH3:37])=[O:34])[CH2:38][C:39]([O:41][CH2:42][CH3:43])=[O:40])=[CH:21][C:8]=2[S:7](=[O:26])(=[O:27])[CH2:6]1)[CH2:2][CH2:3][CH3:4]. (5) Given the reactants [C:1]([O:5][C:6](=[O:30])[CH2:7][O:8][C:9]1[CH:18]=[CH:17][C:16]([F:19])=[C:15]2[C:10]=1[C:11]([CH3:29])=[C:12]([CH2:21][C:22]1[CH:27]=[CH:26][C:25]([Br:28])=[CH:24][CH:23]=1)[C:13](=[O:20])[NH:14]2)([CH3:4])([CH3:3])[CH3:2].Cl[CH:32]([F:34])[F:33], predict the reaction product. The product is: [C:1]([O:5][C:6](=[O:30])[CH2:7][O:8][C:9]1[CH:18]=[CH:17][C:16]([F:19])=[C:15]2[C:10]=1[C:11]([CH3:29])=[C:12]([CH2:21][C:22]1[CH:23]=[CH:24][C:25]([Br:28])=[CH:26][CH:27]=1)[C:13]([O:20][CH:32]([F:34])[F:33])=[N:14]2)([CH3:4])([CH3:2])[CH3:3]. (6) Given the reactants [H-].[Na+].[CH3:3][O:4][C:5]([C:7]1[C:11]([N+:12]([O-:14])=[O:13])=[CH:10][NH:9][N:8]=1)=[O:6].[CH3:15]I, predict the reaction product. The product is: [CH3:3][O:4][C:5]([C:7]1[C:11]([N+:12]([O-:14])=[O:13])=[CH:10][N:9]([CH3:15])[N:8]=1)=[O:6]. (7) Given the reactants [OH:1][C:2]1([CH:8]([C:23]2[CH:28]=[CH:27][C:26]([C:29]3[CH:34]=[CH:33][CH:32]=[C:31]([O:35][CH3:36])[CH:30]=3)=[CH:25][CH:24]=2)[CH2:9][N:10]2[CH2:15][CH2:14][N:13](C(OC(C)(C)C)=O)[CH2:12][CH2:11]2)[CH2:7][CH2:6][CH2:5][CH2:4][CH2:3]1.[ClH:37], predict the reaction product. The product is: [ClH:37].[ClH:37].[CH3:36][O:35][C:31]1[CH:30]=[C:29]([C:26]2[CH:25]=[CH:24][C:23]([CH:8]([C:2]3([OH:1])[CH2:7][CH2:6][CH2:5][CH2:4][CH2:3]3)[CH2:9][N:10]3[CH2:11][CH2:12][NH:13][CH2:14][CH2:15]3)=[CH:28][CH:27]=2)[CH:34]=[CH:33][CH:32]=1. (8) Given the reactants [OH:1][C:2]1[CH:3]=[C:4]([CH:9]=[C:10]([OH:12])[CH:11]=1)[C:5]([O:7][CH3:8])=[O:6].C(=O)([O-])[O-].[K+].[K+].[CH2:19](Br)[C:20]1[CH:25]=[CH:24][CH:23]=[CH:22][CH:21]=1, predict the reaction product. The product is: [CH2:19]([O:1][C:2]1[CH:3]=[C:4]([CH:9]=[C:10]([OH:12])[CH:11]=1)[C:5]([O:7][CH3:8])=[O:6])[C:20]1[CH:25]=[CH:24][CH:23]=[CH:22][CH:21]=1. (9) Given the reactants [NH2:1][C@H:2]([C:14]([O:16][CH2:17][C:18]1[CH:23]=[CH:22][CH:21]=[CH:20][CH:19]=1)=[O:15])[CH2:3][C:4](OCC1C=CC=CC=1)=[O:5].CCN(CC)CC.C[Si](Cl)(C)C.C([Mg]Cl)(C)(C)C, predict the reaction product. The product is: [O:5]=[C:4]1[NH:1][C@H:2]([C:14]([O:16][CH2:17][C:18]2[CH:23]=[CH:22][CH:21]=[CH:20][CH:19]=2)=[O:15])[CH2:3]1.